Dataset: Forward reaction prediction with 1.9M reactions from USPTO patents (1976-2016). Task: Predict the product of the given reaction. (1) Given the reactants [NH:1]1[C:9]2[C:4](=[CH:5][C:6]([C:10]([O:12][CH3:13])=[O:11])=[CH:7][CH:8]=2)[CH2:3][CH2:2]1.[CH3:14][O:15][C:16]1[CH:17]=[C:18]([CH:21]=[C:22]([O:26][CH3:27])[C:23]=1[O:24][CH3:25])[CH:19]=O.C([Sn](Cl)(Cl)CCCC)CCC.C1([SiH3])C=CC=CC=1, predict the reaction product. The product is: [CH3:27][O:26][C:22]1[CH:21]=[C:18]([CH:17]=[C:16]([O:15][CH3:14])[C:23]=1[O:24][CH3:25])[CH2:19][N:1]1[C:9]2[C:4](=[CH:5][C:6]([C:10]([O:12][CH3:13])=[O:11])=[CH:7][CH:8]=2)[CH2:3][CH2:2]1. (2) Given the reactants [Cl:1][C:2]1[CH:20]=[CH:19][C:5]([CH2:6][NH:7][CH2:8][C:9]2[CH:14]=[CH:13][C:12]([C:15]([F:18])([F:17])[F:16])=[CH:11][CH:10]=2)=[CH:4][CH:3]=1.[CH2:21]([O:23][C@H:24]([C:37]([O:39][CH2:40][CH3:41])=[O:38])[CH2:25][C:26]1[CH:36]=[CH:35][C:29]([O:30][CH2:31][C:32](O)=[O:33])=[CH:28][CH:27]=1)[CH3:22].C(N(CC)C(C)C)(C)C.F[B-](F)(F)F.N1(OC(N(C)C)=[N+](C)C)C2C=CC=CC=2N=N1, predict the reaction product. The product is: [Cl:1][C:2]1[CH:3]=[CH:4][C:5]([CH2:6][N:7]([CH2:8][C:9]2[CH:14]=[CH:13][C:12]([C:15]([F:16])([F:17])[F:18])=[CH:11][CH:10]=2)[C:32](=[O:33])[CH2:31][O:30][C:29]2[CH:28]=[CH:27][C:26]([CH2:25][C@H:24]([O:23][CH2:21][CH3:22])[C:37]([O:39][CH2:40][CH3:41])=[O:38])=[CH:36][CH:35]=2)=[CH:19][CH:20]=1.